This data is from Forward reaction prediction with 1.9M reactions from USPTO patents (1976-2016). The task is: Predict the product of the given reaction. (1) Given the reactants [NH:1]1[C:9]2[C:4](=[CH:5][CH:6]=[C:7]([NH:10][C:11](=[O:20])[O:12][CH2:13][C:14]3[CH:19]=[CH:18][CH:17]=[CH:16][CH:15]=3)[CH:8]=2)[CH:3]=[CH:2]1.[F:21][C:22]1[CH:27]=[CH:26][CH:25]=[CH:24][C:23]=1/[CH:28]=[CH:29]/[N+:30]([O-:32])=[O:31], predict the reaction product. The product is: [F:21][C:22]1[CH:27]=[CH:26][CH:25]=[CH:24][C:23]=1[CH:28]([C:3]1[C:4]2[C:9](=[CH:8][C:7]([NH:10][C:11](=[O:20])[O:12][CH2:13][C:14]3[CH:15]=[CH:16][CH:17]=[CH:18][CH:19]=3)=[CH:6][CH:5]=2)[NH:1][CH:2]=1)[CH2:29][N+:30]([O-:32])=[O:31]. (2) Given the reactants [Cl:1][C:2]1[C:12](I)=[CH:11][CH:10]=[C:9]([Si:14]([CH3:17])([CH3:16])[CH3:15])[C:3]=1[C:4]([NH:6][CH2:7][CH3:8])=[O:5].[CH:18]([Sn](CCCC)(CCCC)CCCC)=[CH2:19], predict the reaction product. The product is: [Cl:1][C:2]1[C:12]([CH:18]=[CH2:19])=[CH:11][CH:10]=[C:9]([Si:14]([CH3:17])([CH3:16])[CH3:15])[C:3]=1[C:4]([NH:6][CH2:7][CH3:8])=[O:5]. (3) Given the reactants C(O)(C(F)(F)F)=O.C(OC([NH:15][C@H:16]([C:42]([O:44][CH3:45])=[O:43])[CH2:17][C:18]1[CH:23]=[CH:22][C:21]([O:24][CH2:25][CH2:26][C:27]2[CH:32]=[CH:31][CH:30]=[C:29]([N:33](C(OC(C)(C)C)=O)[CH3:34])[N:28]=2)=[CH:20][N:19]=1)=O)(C)(C)C, predict the reaction product. The product is: [CH3:34][NH:33][C:29]1[N:28]=[C:27]([CH2:26][CH2:25][O:24][C:21]2[CH:22]=[CH:23][C:18]([CH2:17][C@@H:16]([C:42]([O:44][CH3:45])=[O:43])[NH2:15])=[N:19][CH:20]=2)[CH:32]=[CH:31][CH:30]=1. (4) Given the reactants [C:1]([N:5]1[C:9]([C:10]2[S:11][CH:12]=[CH:13][CH:14]=2)=[CH:8][C:7]([CH2:15][CH2:16][CH:17]=O)=[N:6]1)([CH3:4])([CH3:3])[CH3:2].[CH3:19][C:20]1[CH:25]=[C:24]([CH3:26])[CH:23]=[CH:22][C:21]=1[N:27]1[CH2:32][CH2:31][NH:30][CH2:29][CH2:28]1.CCN(C(C)C)C(C)C.[BH-](OC(C)=O)(OC(C)=O)OC(C)=O.[Na+], predict the reaction product. The product is: [C:1]([N:5]1[C:9]([C:10]2[S:11][CH:12]=[CH:13][CH:14]=2)=[CH:8][C:7]([CH2:15][CH2:16][CH2:17][N:30]2[CH2:31][CH2:32][N:27]([C:21]3[CH:22]=[CH:23][C:24]([CH3:26])=[CH:25][C:20]=3[CH3:19])[CH2:28][CH2:29]2)=[N:6]1)([CH3:4])([CH3:3])[CH3:2]. (5) Given the reactants [CH3:1][O:2][C:3]1[CH:4]=[C:5]([CH:7]=[C:8]([O:10][CH2:11][CH:12]2CC[CH2:15][CH2:14][O:13]2)[CH:9]=1)[NH2:6].O[C:19]1C=C(NC(=O)OC(C)(C)C)C=C(OC)C=1, predict the reaction product. The product is: [CH:14]([O:13][CH2:12][CH2:11][O:10][C:8]1[CH:7]=[C:5]([CH:4]=[C:3]([O:2][CH3:1])[CH:9]=1)[NH2:6])([CH3:15])[CH3:19]. (6) Given the reactants [O:1]=[S:2]1(=[O:41])[CH2:7][CH2:6][N:5]([CH2:8][CH2:9][NH:10][C@:11]23[CH2:37][CH2:36][C@@H:35]([C:38]([CH3:40])=[CH2:39])[C@@H:12]2[C@@H:13]2[C@@:26]([CH3:29])([CH2:27][CH2:28]3)[C@@:25]3([CH3:30])[C@@H:16]([C@:17]4([CH3:34])[C@@H:22]([CH2:23][CH2:24]3)[C:21]([CH3:32])([CH3:31])[C@@H:20]([OH:33])[CH2:19][CH2:18]4)[CH2:15][CH2:14]2)[CH2:4][CH2:3]1.[CH3:42][C:43]1([CH3:50])[CH2:47][C:46](=[O:48])[O:45][C:44]1=[O:49], predict the reaction product. The product is: [O:41]=[S:2]1(=[O:1])[CH2:7][CH2:6][N:5]([CH2:8][CH2:9][NH:10][C@:11]23[CH2:37][CH2:36][C@@H:35]([C:38]([CH3:40])=[CH2:39])[C@@H:12]2[C@@H:13]2[C@@:26]([CH3:29])([CH2:27][CH2:28]3)[C@@:25]3([CH3:30])[CH:16]([C@:17]4([CH3:34])[C@@H:22]([CH2:23][CH2:24]3)[C:21]([CH3:32])([CH3:31])[C@@H:20]([O:33][C:44](=[O:49])[C:43]([CH3:50])([CH3:42])[CH2:47][C:46]([OH:48])=[O:45])[CH2:19][CH2:18]4)[CH2:15][CH2:14]2)[CH2:4][CH2:3]1. (7) Given the reactants [CH2:1]([NH:3][C:4]1[CH:9]=[CH:8][CH:7]=[CH:6][C:5]=1[N+:10]([O-])=O)[CH3:2], predict the reaction product. The product is: [CH2:1]([NH:3][C:4]1[CH:9]=[CH:8][CH:7]=[CH:6][C:5]=1[NH2:10])[CH3:2]. (8) Given the reactants Cl.Cl.[N:3]12[CH2:11][CH2:10][CH:7]([CH2:8][CH2:9]1)[NH:6][CH2:5][CH2:4]2.[O:12]1[C:17]2[CH:18]=[CH:19][C:20]([C:22]3[NH:26][N:25]=[C:24]([C:27](O)=[O:28])[CH:23]=3)=[CH:21][C:16]=2[O:15][CH2:14][CH2:13]1, predict the reaction product. The product is: [O:12]1[C:17]2[CH:18]=[CH:19][C:20]([C:22]3[NH:26][N:25]=[C:24]([C:27]([N:6]4[CH:7]5[CH2:10][CH2:11][N:3]([CH2:9][CH2:8]5)[CH2:4][CH2:5]4)=[O:28])[CH:23]=3)=[CH:21][C:16]=2[O:15][CH2:14][CH2:13]1. (9) Given the reactants [Br:1][C:2]1[CH:7]=[CH:6][C:5]([C:8](=[O:11])[CH2:9][F:10])=[CH:4][CH:3]=1.O1CCCC1.C[Si](C)(C)[N-][Si](C)(C)C.[Li+].[F:27][C:28]([F:37])([F:36])[C:29](N1C=CN=C1)=[O:30].Cl, predict the reaction product. The product is: [Br:1][C:2]1[CH:3]=[CH:4][C:5]([C:8](=[O:11])[CH:9]([F:10])[C:29](=[O:30])[C:28]([F:37])([F:36])[F:27])=[CH:6][CH:7]=1.